From a dataset of Forward reaction prediction with 1.9M reactions from USPTO patents (1976-2016). Predict the product of the given reaction. Given the reactants F[C:2]1[CH:9]=[CH:8][CH:7]=[C:6]([C:10]2[CH:15]=[CH:14][CH:13]=[CH:12][N:11]=2)[C:3]=1[C:4]#[N:5].O.[NH2:17][NH2:18], predict the reaction product. The product is: [N:11]1[CH:12]=[CH:13][CH:14]=[CH:15][C:10]=1[C:6]1[CH:7]=[CH:8][CH:9]=[C:2]2[C:3]=1[C:4]([NH2:5])=[N:17][NH:18]2.